Dataset: Full USPTO retrosynthesis dataset with 1.9M reactions from patents (1976-2016). Task: Predict the reactants needed to synthesize the given product. (1) Given the product [N:23]1([C:24]2[CH:32]=[C:27]3[CH:28]=[CH:29][CH:30]=[CH:31][N:26]3[N:25]=2)[CH2:6][CH2:5][O:4][CH2:3][CH2:2]1, predict the reactants needed to synthesize it. The reactants are: Br[CH2:2][CH2:3][O:4][CH2:5][CH2:6]Br.C(N(C(C)C)CC)(C)C.CN(C)C(=O)C.[NH2:23][C:24]1[CH:32]=[C:27]2[CH:28]=[CH:29][CH:30]=[CH:31][N:26]2[N:25]=1. (2) Given the product [CH:22]([O:24][CH2:25][CH2:26][O:27][NH:28][C:19]([C:11]1[CH:12]=[C:13]2[CH:18]=[CH:17][N:16]=[CH:15][N:14]2[C:10]=1[NH:9][C:3]1[CH:4]=[CH:5][C:6]([I:8])=[CH:7][C:2]=1[F:1])=[O:21])=[CH2:23], predict the reactants needed to synthesize it. The reactants are: [F:1][C:2]1[CH:7]=[C:6]([I:8])[CH:5]=[CH:4][C:3]=1[NH:9][C:10]1[N:14]2[CH:15]=[N:16][CH:17]=[CH:18][C:13]2=[CH:12][C:11]=1[C:19]([OH:21])=O.[CH:22]([O:24][CH2:25][CH2:26][O:27][NH2:28])=[CH2:23].C1C=CC2N(O)N=NC=2C=1.CCN=C=NCCCN(C)C.Cl.CCN(C(C)C)C(C)C. (3) Given the product [Cl:1][C:2]1[N:7]=[C:6]([CH3:11])[C:5]([O:9][CH3:10])=[CH:4][N:3]=1, predict the reactants needed to synthesize it. The reactants are: [Cl:1][C:2]1[N:7]=[C:6](Cl)[C:5]([O:9][CH3:10])=[CH:4][N:3]=1.[CH3:11]N1CCCC1=O.C[Mg]Br. (4) Given the product [Cl:1][C:2]1[N:7]=[C:6]([C:8]2[CH:9]=[C:15]3[CH:16]=[CH:17][CH:18]=[CH:19][N:14]3[N:13]=2)[C:5]([O:10][CH3:11])=[CH:4][CH:3]=1, predict the reactants needed to synthesize it. The reactants are: [Cl:1][C:2]1[N:7]=[C:6]([C:8]#[CH:9])[C:5]([O:10][CH3:11])=[CH:4][CH:3]=1.[I-].[NH2:13][N+:14]1[CH:19]=[CH:18][CH:17]=[CH:16][CH:15]=1.C1CCN2C(=NCCC2)CC1.O. (5) Given the product [CH3:1][N:2]1[C@@H:11]2[CH2:12][C:13]3[CH:18]=[CH:17][C:16]([OH:19])=[C:15]([OH:20])[C:14]=3[C:9]3[C:10]2=[C:5]([CH:6]=[CH:7][CH:8]=3)[CH2:4][CH2:3]1, predict the reactants needed to synthesize it. The reactants are: [CH3:1][N:2]1[C@@H:11]2[CH2:12][C:13]3[CH:18]=[CH:17][C:16]([OH:19])=[C:15]([OH:20])[C:14]=3[C:9]3[C:10]2=[C:5]([CH:6]=[CH:7][CH:8]=3)[CH2:4][CH2:3]1.Cl.Cl.NC(CC1C=CC=CC=1)C. (6) Given the product [OH:1][C:2]1[CH:7]=[C:6]([O:8][CH3:16])[CH:5]=[CH:4][C:3]=1[C:9](=[O:13])[CH:10]([CH3:11])[CH3:12], predict the reactants needed to synthesize it. The reactants are: [OH:1][C:2]1[CH:7]=[C:6]([OH:8])[CH:5]=[CH:4][C:3]=1[C:9](=[O:13])[CH:10]([CH3:12])[CH3:11].IC.[C:16]([O-])([O-])=O.[Cs+].[Cs+]. (7) Given the product [O:1]1[CH2:6][CH2:5][O:4][C:3]2[CH:7]=[C:8]([C:11](=[O:13])[CH2:12][C:22]([C:17]3[CH:18]=[CH:19][CH:20]=[CH:21][N:16]=3)=[O:23])[CH:9]=[CH:10][C:2]1=2, predict the reactants needed to synthesize it. The reactants are: [O:1]1[CH2:6][CH2:5][O:4][C:3]2[CH:7]=[C:8]([C:11](=[O:13])[CH3:12])[CH:9]=[CH:10][C:2]1=2.[H-].[Na+].[N:16]1[CH:21]=[CH:20][CH:19]=[CH:18][C:17]=1[C:22](OCC)=[O:23].